From a dataset of NCI-60 drug combinations with 297,098 pairs across 59 cell lines. Regression. Given two drug SMILES strings and cell line genomic features, predict the synergy score measuring deviation from expected non-interaction effect. (1) Drug 1: CC12CCC(CC1=CCC3C2CCC4(C3CC=C4C5=CN=CC=C5)C)O. Drug 2: CC1OCC2C(O1)C(C(C(O2)OC3C4COC(=O)C4C(C5=CC6=C(C=C35)OCO6)C7=CC(=C(C(=C7)OC)O)OC)O)O. Cell line: SK-MEL-5. Synergy scores: CSS=23.7, Synergy_ZIP=-4.36, Synergy_Bliss=4.24, Synergy_Loewe=-6.06, Synergy_HSA=2.11. (2) Drug 1: CS(=O)(=O)CCNCC1=CC=C(O1)C2=CC3=C(C=C2)N=CN=C3NC4=CC(=C(C=C4)OCC5=CC(=CC=C5)F)Cl. Drug 2: C1=CN(C=N1)CC(O)(P(=O)(O)O)P(=O)(O)O. Cell line: SK-OV-3. Synergy scores: CSS=10.3, Synergy_ZIP=-1.16, Synergy_Bliss=0.423, Synergy_Loewe=-1.04, Synergy_HSA=-0.884. (3) Drug 1: COC1=CC(=CC(=C1O)OC)C2C3C(COC3=O)C(C4=CC5=C(C=C24)OCO5)OC6C(C(C7C(O6)COC(O7)C8=CC=CS8)O)O. Drug 2: CC1=C2C(C(=O)C3(C(CC4C(C3C(C(C2(C)C)(CC1OC(=O)C(C(C5=CC=CC=C5)NC(=O)C6=CC=CC=C6)O)O)OC(=O)C7=CC=CC=C7)(CO4)OC(=O)C)O)C)OC(=O)C. Cell line: A498. Synergy scores: CSS=36.5, Synergy_ZIP=-1.94, Synergy_Bliss=-0.474, Synergy_Loewe=2.27, Synergy_HSA=3.97. (4) Drug 1: CCC1=CC2CC(C3=C(CN(C2)C1)C4=CC=CC=C4N3)(C5=C(C=C6C(=C5)C78CCN9C7C(C=CC9)(C(C(C8N6C)(C(=O)OC)O)OC(=O)C)CC)OC)C(=O)OC.C(C(C(=O)O)O)(C(=O)O)O. Drug 2: C1CNP(=O)(OC1)N(CCCl)CCCl. Cell line: SN12C. Synergy scores: CSS=33.1, Synergy_ZIP=0.881, Synergy_Bliss=3.15, Synergy_Loewe=-68.2, Synergy_HSA=1.26.